Dataset: Reaction yield outcomes from USPTO patents with 853,638 reactions. Task: Predict the reaction yield, written as a fraction of the theoretical maximum amount of product (1.0 means a 100% yield; for example, 0.34 means a 34% yield). The reactants are C[O:2][CH:3](OC)[CH2:4][C:5]1[N:10]=[C:9]2[CH2:11][O:12][C:13](=[C:14]3[C:22]4[C:17](=[CH:18][CH:19]=[C:20]([F:23])[CH:21]=4)[NH:16][C:15]3=[O:24])[C:8]2=[CH:7][CH:6]=1.S(=O)(=O)(O)O. The catalyst is C1COCC1. The product is [F:23][C:20]1[CH:21]=[C:22]2[C:17](=[CH:18][CH:19]=1)[NH:16][C:15](=[O:24])[C:14]2=[C:13]1[C:8]2[C:9](=[N:10][C:5]([CH2:4][CH:3]=[O:2])=[CH:6][CH:7]=2)[CH2:11][O:12]1. The yield is 0.540.